From a dataset of Experimentally validated miRNA-target interactions with 360,000+ pairs, plus equal number of negative samples. Binary Classification. Given a miRNA mature sequence and a target amino acid sequence, predict their likelihood of interaction. (1) The miRNA is hsa-miR-4742-3p with sequence UCUGUAUUCUCCUUUGCCUGCAG. Result: 1 (interaction). The protein sequence of the target gene is MKYILVTGGVISGIGKGIIASSIGTILKSCGLRVTAIKIDPYINIDAGTFSPYEHGEVFVLNDGGEVDLDLGNYERFLDINLYKDNNITTGKIYQHVINKERRGDYLGKTVQVVPHITDAVQEWVMNQAKVPVDGNKEEPQICVIELGGTIGDIEGMPFVEAFRQFQFKAKRENFCNIHVSLVPQLSATGEQKTKPTQNSVRALRGLGLSPDLIVCRSSTPIEMAVKEKISMFCHVNPEQVICIHDVSSTYRVPVLLEEQSIVKYFKERLHLPIGDSASNLLFKWRNMADRYERLQKICS.... (2) The miRNA is hsa-miR-3179 with sequence AGAAGGGGUGAAAUUUAAACGU. The protein sequence of the target gene is MRRAWILLTLGLVACVSAESRAELTSDKDMYLDNSSIEEASGVYPIDDDDYASASGSGADEDVESPELTTSRPLPKILLTSAAPKVETTTLNIQNKIPAQTKSPEETDKEKVHLSDSERKMDPAEEDTNVYTEKHSDSLFKRTEVLAAVIAGGVIGFLFAIFLILLLVYRMRKKDEGSYDLGERKPSSAAYQKAPTKEFYA. Result: 1 (interaction). (3) The miRNA is hsa-miR-130b-3p with sequence CAGUGCAAUGAUGAAAGGGCAU. The protein sequence of the target gene is MTGLYELVWRVLHALLCLHRTLTSWLRVRFGTWNWIWRRCCRAASAAVLAPLGFTLRKPPAVGRNRRHHRHPRGGSCLAAAHHRMRWRADGRSLEKLPVHMGLVITEVEQEPSFSDIASLVVWCMAVGISYISVYDHQGIFKRNNSRLMDEILKQQQELLGLDCSKYSPEFANSNDKDDQVLNCHLAVKVLSPEDGKADIVRAAQDFCQLVAQKQKRPTDLDVDTLASLLSSNGCPDPDLVLKFGPVDSTLGFLPWHIRLTEIVSLPSHLNISYEDFFSALRQYAACEQRLGK. Result: 1 (interaction). (4) The miRNA is hsa-miR-376c-3p with sequence AACAUAGAGGAAAUUCCACGU. The protein sequence of the target gene is MADYLISGGTGYVPEDGLTAQQLFASADGLTYNDFLILPGFIDFIADEVDLTSALTRKITLKTPLISSPMDTVTEADMAIAMALMGGIGFIHHNCTPEFQANEVRKVKKFEQGFITDPVVLSPSHTVGDVLEAKMRHGFSGIPITETGTMGSKLVGIVTSRDIDFLAEKDHTTLLSEVMTPRIELVVAPAGVTLKEANEILQRSKKGKLPIVNDCDELVAIIARTDLKKNRDYPLASKDSQKQLLCGAAVGTREDDKYRLDLLTQAGVDVIVLDSSQGNSVYQIAMVHYIKQKYPHLQVI.... Result: 0 (no interaction). (5) The miRNA is hsa-miR-1185-1-3p with sequence AUAUACAGGGGGAGACUCUUAU. The protein sequence of the target gene is MEPISVSIYTSDNYSEEVGSGDYDSNKEPCFRDENVHFNRIFLPTIYFIIFLTGIVGNGLVILVMGYQKKLRSMTDKYRLHLSVADLLFVITLPFWAVDAMADWYFGKFLCKAVHIIYTVNLYSSVLILAFISLDRYLAIVHATNSQRPRKLLAEKAVYVGVWIPALLLTIPDFIFADVSQGDISQGDDRYICDRLYPDSLWMVVFQFQHIMVGLILPGIVILSCYCIIISKLSHSKGHQKRKALKTTVILILAFFACWLPYYVGISIDSFILLGVIKQGCDFESIVHKWISITEALAFF.... Result: 0 (no interaction).